Predict the reactants needed to synthesize the given product. From a dataset of Full USPTO retrosynthesis dataset with 1.9M reactions from patents (1976-2016). (1) Given the product [CH2:1]([O:8][C:9]1[CH:10]=[C:11]([CH:33]([OH:34])[C:32]2[CH:35]=[CH:36][C:29]([CH3:28])=[CH:30][CH:31]=2)[CH:12]=[C:13]2[C:18]=1[N:17]=[CH:16][NH:15][C:14]2=[O:19])[C:2]1[CH:7]=[CH:6][CH:5]=[CH:4][CH:3]=1, predict the reactants needed to synthesize it. The reactants are: [CH2:1]([O:8][C:9]1[CH:10]=[C:11](I)[CH:12]=[C:13]2[C:18]=1[N:17]=[CH:16][NH:15][C:14]2=[O:19])[C:2]1[CH:7]=[CH:6][CH:5]=[CH:4][CH:3]=1.C[Li].C([Li])(C)(C)C.[CH3:28][C:29]1[CH:36]=[CH:35][C:32]([CH:33]=[O:34])=[CH:31][CH:30]=1. (2) Given the product [CH2:28]([N:8]([CH2:1][C:2]1[CH:7]=[CH:6][CH:5]=[CH:4][CH:3]=1)[C@H:9]1[CH2:18][C:17]2[C:12](=[CH:13][CH:14]=[CH:15][C:16]=2[C:36]2[CH:41]=[N:40][CH:39]=[C:38]([CH3:42])[N:37]=2)[O:11][CH2:10]1)[C:29]1[CH:30]=[CH:31][CH:32]=[CH:33][CH:34]=1, predict the reactants needed to synthesize it. The reactants are: [CH2:1]([N:8]([CH2:28][C:29]1[CH:34]=[CH:33][CH:32]=[CH:31][CH:30]=1)[C@H:9]1[CH2:18][C:17]2[C:12](=[CH:13][CH:14]=[CH:15][C:16]=2B2OC(C)(C)C(C)(C)O2)[O:11][CH2:10]1)[C:2]1[CH:7]=[CH:6][CH:5]=[CH:4][CH:3]=1.Cl[C:36]1[CH:41]=[N:40][CH:39]=[C:38]([CH3:42])[N:37]=1. (3) Given the product [NH2:13][C:10]1[CH:9]=[CH:8][C:4]([N:5]([CH3:7])[CH3:6])=[CH:3][CH:11]=1.[ClH:24], predict the reactants needed to synthesize it. The reactants are: N([C:3]1[CH:11]=[CH:10][CH:9]=[CH:8][C:4]=1[N:5]([CH3:7])[CH3:6])=O.C[N:13](C)C1C=CC=CC=1.N([O-])=O.[ClH:24]. (4) Given the product [CH3:16][C:4]1[C:5]([C:8]2[S:12][C:11]([C:13]([N:24]3[CH2:25][CH2:26][CH:21]([C:19]#[N:20])[CH2:22][CH2:23]3)=[O:15])=[CH:10][CH:9]=2)=[N:6][O:7][C:3]=1[C:2]([F:1])([F:18])[F:17], predict the reactants needed to synthesize it. The reactants are: [F:1][C:2]([F:18])([F:17])[C:3]1[O:7][N:6]=[C:5]([C:8]2[S:12][C:11]([C:13]([OH:15])=O)=[CH:10][CH:9]=2)[C:4]=1[CH3:16].[C:19]([CH:21]1[CH2:26][CH2:25][NH:24][CH2:23][CH2:22]1)#[N:20].C1COCC1.N1CCCCC1. (5) Given the product [NH2:30][C@@H:27]1[CH2:28][CH2:29][N:25]([CH2:24][C:14]2[CH:13]=[C:12]3[C:17]([C:18](=[O:19])[N:9]([CH2:8][C:6]4[CH:7]=[C:2]([Cl:1])[CH:3]=[CH:4][C:5]=4[S:38]([CH2:41][CH3:42])(=[O:39])=[O:40])[CH:10]=[N:11]3)=[CH:16][C:15]=2[C:20]([F:21])([F:22])[F:23])[CH2:26]1, predict the reactants needed to synthesize it. The reactants are: [Cl:1][C:2]1[CH:3]=[CH:4][C:5]([S:38]([CH2:41][CH3:42])(=[O:40])=[O:39])=[C:6]([CH2:8][N:9]2[C:18](=[O:19])[C:17]3[C:12](=[CH:13][C:14]([CH2:24][N:25]4[CH2:29][CH2:28][C@@H:27]([NH:30]C(=O)OC(C)(C)C)[CH2:26]4)=[C:15]([C:20]([F:23])([F:22])[F:21])[CH:16]=3)[N:11]=[CH:10]2)[CH:7]=1.Cl.C(S(N1C=CC=C1CN)(=O)=O)C. (6) The reactants are: [OH:1][C:2]1[CH:3]=[C:4]([C@H:8]2[CH2:12][C:11]3([CH2:17][CH2:16][N:15]([C:18]([O:20][C:21]([CH3:24])([CH3:23])[CH3:22])=[O:19])[CH2:14][CH2:13]3)[O:10][CH2:9]2)[CH:5]=[CH:6][CH:7]=1.C(=O)([O-])[O-].[Cs+].[Cs+].[Cl:31][C:32]1[CH:33]=[CH:34][C:35](F)=[N:36][CH:37]=1.O. Given the product [Cl:31][C:32]1[CH:33]=[CH:34][C:35]([O:1][C:2]2[CH:3]=[C:4]([C@H:8]3[CH2:12][C:11]4([CH2:17][CH2:16][N:15]([C:18]([O:20][C:21]([CH3:24])([CH3:23])[CH3:22])=[O:19])[CH2:14][CH2:13]4)[O:10][CH2:9]3)[CH:5]=[CH:6][CH:7]=2)=[N:36][CH:37]=1, predict the reactants needed to synthesize it. (7) Given the product [CH:5]1([CH2:10][CH2:11][C:12]([NH:14][C:15]2[C:16]([CH2:23][CH3:24])=[CH:17][CH:18]=[C:19]([N+:1]([O-:4])=[O:2])[C:20]=2[CH2:21][CH3:22])=[O:13])[CH2:9][CH2:8][CH2:7][CH2:6]1, predict the reactants needed to synthesize it. The reactants are: [N+:1]([O-:4])(O)=[O:2].[CH:5]1([CH2:10][CH2:11][C:12]([NH:14][C:15]2[C:20]([CH2:21][CH3:22])=[CH:19][CH:18]=[CH:17][C:16]=2[CH2:23][CH3:24])=[O:13])[CH2:9][CH2:8][CH2:7][CH2:6]1.O.